This data is from NCI-60 drug combinations with 297,098 pairs across 59 cell lines. The task is: Regression. Given two drug SMILES strings and cell line genomic features, predict the synergy score measuring deviation from expected non-interaction effect. (1) Drug 1: C1C(C(OC1N2C=C(C(=O)NC2=O)F)CO)O. Drug 2: CC1=C(C=C(C=C1)C(=O)NC2=CC(=CC(=C2)C(F)(F)F)N3C=C(N=C3)C)NC4=NC=CC(=N4)C5=CN=CC=C5. Cell line: A498. Synergy scores: CSS=21.9, Synergy_ZIP=0.895, Synergy_Bliss=-0.485, Synergy_Loewe=-21.7, Synergy_HSA=-2.29. (2) Drug 1: CC1C(C(=O)NC(C(=O)N2CCCC2C(=O)N(CC(=O)N(C(C(=O)O1)C(C)C)C)C)C(C)C)NC(=O)C3=C4C(=C(C=C3)C)OC5=C(C(=O)C(=C(C5=N4)C(=O)NC6C(OC(=O)C(N(C(=O)CN(C(=O)C7CCCN7C(=O)C(NC6=O)C(C)C)C)C)C(C)C)C)N)C. Drug 2: CC1=C(C(=CC=C1)Cl)NC(=O)C2=CN=C(S2)NC3=CC(=NC(=N3)C)N4CCN(CC4)CCO. Cell line: MALME-3M. Synergy scores: CSS=-4.77, Synergy_ZIP=-1.29, Synergy_Bliss=-7.98, Synergy_Loewe=-18.2, Synergy_HSA=-14.7. (3) Drug 1: C1CN1P(=S)(N2CC2)N3CC3. Drug 2: C(CCl)NC(=O)N(CCCl)N=O. Cell line: COLO 205. Synergy scores: CSS=44.4, Synergy_ZIP=6.49, Synergy_Bliss=5.32, Synergy_Loewe=-10.6, Synergy_HSA=6.05. (4) Cell line: T-47D. Drug 1: C1C(C(OC1N2C=C(C(=O)NC2=O)F)CO)O. Drug 2: CS(=O)(=O)OCCCCOS(=O)(=O)C. Synergy scores: CSS=-3.92, Synergy_ZIP=0.698, Synergy_Bliss=-2.68, Synergy_Loewe=-1.90, Synergy_HSA=-6.08.